This data is from Forward reaction prediction with 1.9M reactions from USPTO patents (1976-2016). The task is: Predict the product of the given reaction. (1) Given the reactants [CH3:1][O:2][C:3]1[CH:11]=[C:10]2[C:6]([C:7](=O)[C:8](=[O:16])[N:9]2[CH2:12][CH2:13][O:14][CH3:15])=[CH:5][CH:4]=1.[C:18]([NH:26][NH2:27])(=[O:25])[C:19]1[CH:24]=[CH:23][CH:22]=[CH:21][CH:20]=1, predict the reaction product. The product is: [CH3:1][O:2][C:3]1[CH:11]=[C:10]2[C:6](/[C:7](=[N:27]/[NH:26][C:18](=[O:25])[C:19]3[CH:24]=[CH:23][CH:22]=[CH:21][CH:20]=3)/[C:8](=[O:16])[N:9]2[CH2:12][CH2:13][O:14][CH3:15])=[CH:5][CH:4]=1. (2) Given the reactants [Br:1][C:2]1[CH:7]=[CH:6][C:5](I)=[C:4]([F:9])[CH:3]=1.C([Mg]Cl)(C)C.[F:15][C:16]1[CH:21]=[CH:20][CH:19]=[CH:18][C:17]=1[S:22][S:22][C:17]1[CH:18]=[CH:19][CH:20]=[CH:21][C:16]=1[F:15], predict the reaction product. The product is: [Br:1][C:2]1[CH:7]=[CH:6][C:5]([S:22][C:17]2[CH:18]=[CH:19][CH:20]=[CH:21][C:16]=2[F:15])=[C:4]([F:9])[CH:3]=1. (3) Given the reactants C1(S([N:10]2[C:18]3[C:13](=[CH:14][C:15]([C:19]4[N:20]=[C:21]([C:25]5[CH:30]=[CH:29][CH:28]=[CH:27][N:26]=5)[S:22][C:23]=4[CH3:24])=[CH:16][CH:17]=3)[CH:12]=[C:11]2[C:31]2[CH:36]=[CH:35][CH:34]=[CH:33][C:32]=2[CH3:37])(=O)=O)C=CC=CC=1.C([O-])([O-])=O.[Cs+].[Cs+], predict the reaction product. The product is: [CH3:24][C:23]1[S:22][C:21]([C:25]2[CH:30]=[CH:29][CH:28]=[CH:27][N:26]=2)=[N:20][C:19]=1[C:15]1[CH:14]=[C:13]2[C:18](=[CH:17][CH:16]=1)[NH:10][C:11]([C:31]1[CH:36]=[CH:35][CH:34]=[CH:33][C:32]=1[CH3:37])=[CH:12]2. (4) Given the reactants N[C@@H](C1C=CC(F)=C(F)C=1)CC(C1C(=O)N(C(C)C)C(=O)NC1=O)=O.FC1C=C([C@H](NC(=O)OC(C)(C)C)CC(C2C(=O)N(C(C)C)C(=O)NC2=O)=O)C=CC=1F.[F:58][C:59]1[CH:64]=[CH:63][CH:62]=[CH:61][C:60]=1[C@H:65]([NH:81]C(=O)OC(C)(C)C)[CH2:66][C:67]([CH:69]1[C:74](=[O:75])[N:73]([CH:76]([CH3:78])[CH3:77])[C:72](=[O:79])[NH:71][C:70]1=[O:80])=[O:68], predict the reaction product. The product is: [NH2:81][C@@H:65]([C:60]1[CH:61]=[CH:62][CH:63]=[CH:64][C:59]=1[F:58])[CH2:66][C:67]([CH:69]1[C:74](=[O:75])[N:73]([CH:76]([CH3:77])[CH3:78])[C:72](=[O:79])[NH:71][C:70]1=[O:80])=[O:68]. (5) Given the reactants [F:1][C:2]([F:17])([F:16])[C:3]([N:5]1[CH2:11][CH2:10][C:9]2[CH:12]=[CH:13][CH:14]=[CH:15][C:8]=2[CH2:7][CH2:6]1)=[O:4].Cl[Sn](Cl)(Cl)Cl.[Cl:23][CH2:24]OC, predict the reaction product. The product is: [Cl:23][CH2:24][C:14]1[CH:13]=[CH:12][C:9]2[CH2:10][CH2:11][N:5]([C:3](=[O:4])[C:2]([F:1])([F:16])[F:17])[CH2:6][CH2:7][C:8]=2[CH:15]=1.